Dataset: NCI-60 drug combinations with 297,098 pairs across 59 cell lines. Task: Regression. Given two drug SMILES strings and cell line genomic features, predict the synergy score measuring deviation from expected non-interaction effect. Drug 1: CC(C1=C(C=CC(=C1Cl)F)Cl)OC2=C(N=CC(=C2)C3=CN(N=C3)C4CCNCC4)N. Drug 2: C1=C(C(=O)NC(=O)N1)F. Cell line: SK-MEL-2. Synergy scores: CSS=31.1, Synergy_ZIP=0.191, Synergy_Bliss=-0.382, Synergy_Loewe=-1.68, Synergy_HSA=-1.30.